Dataset: Reaction yield outcomes from USPTO patents with 853,638 reactions. Task: Predict the reaction yield, written as a fraction of the theoretical maximum amount of product (1.0 means a 100% yield; for example, 0.34 means a 34% yield). (1) The reactants are C[O:2][C:3](=[O:23])[CH:4]([C:11]1[CH:16]=[CH:15][C:14]([C:17]#[C:18][CH2:19][N:20]([CH3:22])[CH3:21])=[CH:13][CH:12]=1)[CH2:5][CH:6]1[CH2:10][CH2:9][CH2:8][CH2:7]1.[OH-].[Li+]. The catalyst is CO.O. The product is [CH:6]1([CH2:5][CH:4]([C:11]2[CH:16]=[CH:15][C:14]([C:17]#[C:18][CH2:19][N:20]([CH3:22])[CH3:21])=[CH:13][CH:12]=2)[C:3]([OH:23])=[O:2])[CH2:10][CH2:9][CH2:8][CH2:7]1. The yield is 0.840. (2) The reactants are [CH3:1][Si:2]([C:5]#[CH:6])([CH3:4])[CH3:3].C1(P(C2C=CC=CC=2)C2C=CC=CC=2)C=CC=CC=1.C(=O)([O-])[O-].[K+].[K+].Br[C:33]1[CH:34]=[CH:35][C:36]([S:40][CH2:41][CH3:42])=[C:37]([CH:39]=1)[NH2:38]. The catalyst is CN(C=O)C.C([O-])(=O)C.[Pd+2].C([O-])(=O)C.C(OCC)(=O)C. The product is [CH2:41]([S:40][C:36]1[CH:35]=[CH:34][C:33]([C:6]#[C:5][Si:2]([CH3:4])([CH3:3])[CH3:1])=[CH:39][C:37]=1[NH2:38])[CH3:42]. The yield is 0.710. (3) The reactants are Br[CH2:2][CH2:3][P:4](=[O:11])([O:8][CH2:9][CH3:10])[O:5][CH2:6][CH3:7].[N-:12]=[N+:13]=[N-:14].[Na+]. The catalyst is C(Cl)Cl.S(=O)(=O)(O)[O-].C([N+](CCCC)(CCCC)CCCC)CCC.O. The product is [N:12]([CH2:2][CH2:3][P:4](=[O:11])([O:8][CH2:9][CH3:10])[O:5][CH2:6][CH3:7])=[N+:13]=[N-:14]. The yield is 0.890. (4) The product is [OH:35][NH:34][C:9]([C@H:8]1[C@@H:3]([N:2]([CH3:1])[S:12]([C:15]2[CH:16]=[CH:17][C:18]([O:21][CH2:22][C:23]3[C:32]4[C:27](=[CH:28][CH:29]=[CH:30][CH:31]=4)[N:26]=[C:25]([CH3:33])[CH:24]=3)=[CH:19][CH:20]=2)(=[O:14])=[O:13])[CH2:4][CH:5]=[CH:6][CH2:7]1)=[O:10]. The yield is 0.940. The reactants are [CH3:1][N:2]([S:12]([C:15]1[CH:20]=[CH:19][C:18]([O:21][CH2:22][C:23]2[C:32]3[C:27](=[CH:28][CH:29]=[CH:30][CH:31]=3)[N:26]=[C:25]([CH3:33])[CH:24]=2)=[CH:17][CH:16]=1)(=[O:14])=[O:13])[C@@H:3]1[C@H:8]([C:9](O)=[O:10])[CH2:7][CH:6]=[CH:5][CH2:4]1.[NH2:34][OH:35]. No catalyst specified. (5) The reactants are [CH3:1][O:2][C:3]1[N:8]=[C:7](Cl)[C:6]([N+:10]([O-:12])=[O:11])=[CH:5][CH:4]=1.[NH2:13][CH:14]([CH2:17][OH:18])[CH2:15][OH:16]. The catalyst is C(O)C. The product is [CH3:1][O:2][C:3]1[N:8]=[C:7]([NH:13][CH:14]([CH2:17][OH:18])[CH2:15][OH:16])[C:6]([N+:10]([O-:12])=[O:11])=[CH:5][CH:4]=1. The yield is 0.940. (6) The reactants are [Cl:1][C:2]1[C:7]([N+:8]([O-:10])=[O:9])=[CH:6][CH:5]=[C:4]([O:11]C)[N:3]=1.[OH-].[Na+]. The catalyst is Cl. The product is [Cl:1][C:2]1[N:3]=[C:4]([OH:11])[CH:5]=[CH:6][C:7]=1[N+:8]([O-:10])=[O:9]. The yield is 0.600. (7) The reactants are [N:1]1[C:10]2[C:5](=[CH:6][CH:7]=[CH:8][CH:9]=2)[CH:4]=[CH:3][C:2]=1/[CH:11]=[CH:12]/[C:13]([O:15]C)=[O:14].O.[OH-].[Na+]. The catalyst is CO. The product is [N:1]1[C:10]2[C:5](=[CH:6][CH:7]=[CH:8][CH:9]=2)[CH:4]=[CH:3][C:2]=1/[CH:11]=[CH:12]/[C:13]([OH:15])=[O:14]. The yield is 0.490.